From a dataset of Catalyst prediction with 721,799 reactions and 888 catalyst types from USPTO. Predict which catalyst facilitates the given reaction. (1) Reactant: [CH:1]1([N:4]([CH2:35][C:36]2[CH:41]=[CH:40][CH:39]=[C:38]([CH3:42])[C:37]=2[CH3:43])[C:5]([CH:7]2[C@@H:12]([NH:13][C:14](=[O:34])[C:15]3[CH:20]=[CH:19][C:18]([O:21][CH2:22][CH2:23][O:24][C:25]4[C:30]([Cl:31])=[CH:29][C:28]([CH3:32])=[CH:27][C:26]=4[Cl:33])=[CH:17][CH:16]=3)[CH2:11][CH2:10][NH:9][CH2:8]2)=[O:6])[CH2:3][CH2:2]1.[S:44](=[O:48])(=[O:47])([OH:46])[OH:45]. Product: [S:44](=[O:46])(=[O:45])([OH:48])[OH:47].[CH:1]1([N:4]([CH2:35][C:36]2[CH:41]=[CH:40][CH:39]=[C:38]([CH3:42])[C:37]=2[CH3:43])[C:5]([CH:7]2[C@@H:12]([NH:13][C:14](=[O:34])[C:15]3[CH:20]=[CH:19][C:18]([O:21][CH2:22][CH2:23][O:24][C:25]4[C:26]([Cl:33])=[CH:27][C:28]([CH3:32])=[CH:29][C:30]=4[Cl:31])=[CH:17][CH:16]=3)[CH2:11][CH2:10][NH:9][CH2:8]2)=[O:6])[CH2:3][CH2:2]1. The catalyst class is: 21. (2) Reactant: Cl.[C:2]([C:6]1[NH:10][C:9]2[CH:11]=[CH:12][CH:13]=[C:14]([C:15]([OH:17])=O)[C:8]=2[N:7]=1)([CH3:5])([CH3:4])[CH3:3].C(N1C=CN=C1)(N1C=CN=C1)=O.[C:30]([O:34][C:35]([N:37]1[CH2:42][CH2:41][CH:40]([CH2:43][NH2:44])[CH2:39][CH2:38]1)=[O:36])([CH3:33])([CH3:32])[CH3:31].N12CCN(CC1)CC2. Product: [C:30]([O:34][C:35]([N:37]1[CH2:42][CH2:41][CH:40]([CH2:43][NH:44][C:15]([C:14]2[C:8]3[N:7]=[C:6]([C:2]([CH3:3])([CH3:4])[CH3:5])[NH:10][C:9]=3[CH:11]=[CH:12][CH:13]=2)=[O:17])[CH2:39][CH2:38]1)=[O:36])([CH3:33])([CH3:32])[CH3:31]. The catalyst class is: 255.